The task is: Regression/Classification. Given a drug SMILES string, predict its absorption, distribution, metabolism, or excretion properties. Task type varies by dataset: regression for continuous measurements (e.g., permeability, clearance, half-life) or binary classification for categorical outcomes (e.g., BBB penetration, CYP inhibition). Dataset: b3db_classification.. This data is from Blood-brain barrier permeability classification from the B3DB database. (1) The compound is CC(=O)OCC(=O)[C@@]1(OC(C)=O)[C@@H](C)C[C@H]2C3C[C@H](F)C4=CC(=O)C=C[C@]4(C)[C@@]3(F)[C@@H](O)C[C@@]21C. The result is 1 (penetrates BBB). (2) The molecule is CCOC(=O)C(CCc1ccccc1)NC(C)C(=O)N1C(=O)N(C)CC1C(=O)O. The result is 0 (does not penetrate BBB). (3) The molecule is CN(C/C=C/c1ccccc1)Cc1cccc2ccccc12. The result is 0 (does not penetrate BBB). (4) The compound is COC(C(=O)C(O)C(C)O)C1Cc2cc3cc(OC4CC(OC5CC(O)C(O)C(C)O5)C(O)C(C)O4)c(C)c(O)c3c(O)c2C(=O)C1OC1CC(OC2CC(O)C(OC3CC(C)(O)C(O)C(C)O3)C(C)O2)C(O)C(C)O1. The result is 1 (penetrates BBB).